From a dataset of Reaction yield outcomes from USPTO patents with 853,638 reactions. Predict the reaction yield, written as a fraction of the theoretical maximum amount of product (1.0 means a 100% yield; for example, 0.34 means a 34% yield). (1) The reactants are [CH3:1][C:2]1[N:3]([CH2:31][C:32]([O:34]CC)=[O:33])[C:4]2[C:9]([C:10]=1[CH2:11][C:12]1[CH:17]=[CH:16][C:15]([NH:18][C:19](=[O:30])[C:20]3[CH:25]=[CH:24][C:23]([C:26]([F:29])([F:28])[F:27])=[CH:22][CH:21]=3)=[CH:14][CH:13]=1)=[CH:8][CH:7]=[CH:6][CH:5]=2.O.[OH-].[Li+].O1CCCC1.CO. The catalyst is O. The product is [CH3:1][C:2]1[N:3]([CH2:31][C:32]([OH:34])=[O:33])[C:4]2[C:9]([C:10]=1[CH2:11][C:12]1[CH:17]=[CH:16][C:15]([NH:18][C:19](=[O:30])[C:20]3[CH:25]=[CH:24][C:23]([C:26]([F:29])([F:28])[F:27])=[CH:22][CH:21]=3)=[CH:14][CH:13]=1)=[CH:8][CH:7]=[CH:6][CH:5]=2. The yield is 0.851. (2) The reactants are C(OC([N:8]1[C@@H:12]([CH2:13][C:14]2[CH:19]=[CH:18][C:17]([O:20][C:21]3[C:26]([C:27](=[O:31])[N:28]([CH3:30])[CH3:29])=[CH:25][CH:24]=[CH:23][N:22]=3)=[CH:16][CH:15]=2)[CH2:11][O:10]C1(C)C)=O)(C)(C)C.CO.[ClH:36]. The yield is 1.10. The catalyst is O1CCOCC1. The product is [ClH:36].[NH2:8][C@H:12]([CH2:11][OH:10])[CH2:13][C:14]1[CH:15]=[CH:16][C:17]([O:20][C:21]2[N:22]=[CH:23][CH:24]=[CH:25][C:26]=2[C:27]([N:28]([CH3:30])[CH3:29])=[O:31])=[CH:18][CH:19]=1. (3) The reactants are [Si:1]([O:8][CH2:9][CH2:10][CH2:11][N:12]1[C:17](=[O:18])[C:16]2[C:19]([CH:24]([C:26]3[CH:31]=[CH:30][C:29](Cl)=[CH:28][CH:27]=3)[OH:25])=[C:20]([Cl:23])[N:21]=[CH:22][C:15]=2[N:14]([CH3:33])[C:13]1=[O:34])([C:4]([CH3:7])([CH3:6])[CH3:5])([CH3:3])[CH3:2].[Li+].CC([N-]C(C)C)C.C(=O)C1C=CC=CC=1. The catalyst is C1COCC1. The product is [Si:1]([O:8][CH2:9][CH2:10][CH2:11][N:12]1[C:17](=[O:18])[C:16]2[C:19]([CH:24]([OH:25])[C:26]3[CH:31]=[CH:30][CH:29]=[CH:28][CH:27]=3)=[C:20]([Cl:23])[N:21]=[CH:22][C:15]=2[N:14]([CH3:33])[C:13]1=[O:34])([C:4]([CH3:6])([CH3:7])[CH3:5])([CH3:3])[CH3:2]. The yield is 0.307. (4) The product is [F:1][C:2]1[CH:3]=[CH:4][C:5]([CH3:12])=[C:6]([S:8]([NH:14][CH3:13])(=[O:10])=[O:9])[CH:7]=1. The yield is 0.960. The reactants are [F:1][C:2]1[CH:3]=[CH:4][C:5]([CH3:12])=[C:6]([S:8](Cl)(=[O:10])=[O:9])[CH:7]=1.[CH3:13][NH2:14]. The catalyst is CC(C)=O. (5) The reactants are [CH3:1][O:2][Si:3]([O:20][CH3:21])([O:18][CH3:19])[CH2:4][CH2:5][CH2:6][NH:7][CH2:8][CH2:9][CH2:10][Si:11]([O:16][CH3:17])([O:14][CH3:15])[O:12][CH3:13].Cl[CH2:23][Si:24]([O:29][CH3:30])([O:27][CH3:28])[O:25][CH3:26].C(N)CN. No catalyst specified. The product is [CH3:15][O:14][Si:11]([O:16][CH3:17])([O:12][CH3:13])[CH2:10][CH2:9][CH2:8][N:7]([CH2:6][CH2:5][CH2:4][Si:3]([O:20][CH3:21])([O:18][CH3:19])[O:2][CH3:1])[CH2:23][Si:24]([O:29][CH3:30])([O:27][CH3:28])[O:25][CH3:26]. The yield is 0.950.